Dataset: Cav3 T-type calcium channel HTS with 100,875 compounds. Task: Binary Classification. Given a drug SMILES string, predict its activity (active/inactive) in a high-throughput screening assay against a specified biological target. (1) The molecule is s1c(C(=O)Nc2c(c3nn(nn3)CC(=O)Nc3ccc(cc3)C)cccc2)ccc1. The result is 0 (inactive). (2) The molecule is S(CC(=O)N1CCN(CC1)C(OCC)=O)c1oc(nn1)c1c(OC)ccc(OC)c1. The result is 0 (inactive). (3) The drug is o1c(c2[n+]([O-])c3c(n(OCC=C)c2=O)cccc3)cc2c1cccc2. The result is 0 (inactive). (4) The molecule is O(c1c(Nc2[nH]nc(Cc3ccccc3)c(=O)n2)ccc(OC)c1)C. The result is 0 (inactive). (5) The drug is Clc1c(c(NC(=O)C(=O)N\N=C(\CC(=O)Nc2ncccc2)C)ccc1)C. The result is 0 (inactive). (6) The molecule is OC1N(CCC)C(=O)c2c1ccc(c2)C(=O)Nc1c(CC)cccc1. The result is 0 (inactive).